From a dataset of hERG potassium channel inhibition data for cardiac toxicity prediction from Karim et al.. Regression/Classification. Given a drug SMILES string, predict its toxicity properties. Task type varies by dataset: regression for continuous values (e.g., LD50, hERG inhibition percentage) or binary classification for toxic/non-toxic outcomes (e.g., AMES mutagenicity, cardiotoxicity, hepatotoxicity). Dataset: herg_karim. (1) The compound is CCC(=O)NCCc1ccccc1-c1ccc([C@H]2CNCC[C@@H]2c2ccn(C)c(=O)c2)c(Cl)c1. The result is 1 (blocker). (2) The drug is O=C(NCc1ccccc1)N(c1ccc(Br)cc1)C1CCN(C2CCCC2)CC1. The result is 1 (blocker). (3) The compound is CC(=O)C1=NN2c3cc(C)ccc3OCC2C1(CCCN1CCOCC1)c1ccccc1. The result is 1 (blocker).